This data is from Reaction yield outcomes from USPTO patents with 853,638 reactions. The task is: Predict the reaction yield, written as a fraction of the theoretical maximum amount of product (1.0 means a 100% yield; for example, 0.34 means a 34% yield). (1) The reactants are [CH:1]1[C:2]([C:10]([O:12][CH3:13])=[O:11])=[CH:3][N:4]2[C:9]=1[CH2:8][CH2:7][CH2:6][CH2:5]2.I[CH2:15][C:16]#[N:17].OO. The catalyst is O.O.O.O.O.O.O.S([O-])([O-])(=O)=O.[Fe+2].CS(C)=O. The product is [C:16]([CH2:15][C:3]1[N:4]2[C:9]([CH2:8][CH2:7][CH2:6][CH2:5]2)=[CH:1][C:2]=1[C:10]([O:12][CH3:13])=[O:11])#[N:17]. The yield is 0.780. (2) The reactants are [CH3:1][N:2]1[CH:7]2[CH2:8][CH2:9][CH:3]1[CH2:4][C:5](=[N:10]O)[CH2:6]2.C(O)(=O)C. The catalyst is [Pt](=O)=O.C(O)C. The product is [CH3:1][N:2]1[CH:7]2[CH2:8][CH2:9][CH:3]1[CH2:4][CH:5]([NH2:10])[CH2:6]2. The yield is 1.00. (3) The reactants are Cl.Cl[C:3]1[N:8]=[CH:7][C:6]([CH2:9][O:10][C:11]2[CH:20]=[C:19]3[C:14]([C:15]([N:22]4[CH2:26][CH2:25][CH2:24][CH2:23]4)=[CH:16][C:17]([CH3:21])=[N:18]3)=[CH:13][CH:12]=2)=[CH:5][CH:4]=1.C1C=CC(P(C2C(C3C(P(C4C=CC=CC=4)C4C=CC=CC=4)=CC=C4C=3C=CC=C4)=C3C(C=CC=C3)=CC=2)C2C=CC=CC=2)=CC=1.[NH:73]1[CH2:77][CH2:76][CH2:75][CH2:74]1. The catalyst is C1(C)C=CC=CC=1.C(Cl)Cl. The product is [CH3:21][C:17]1[CH:16]=[C:15]([N:22]2[CH2:26][CH2:25][CH2:24][CH2:23]2)[C:14]2[C:19](=[CH:20][C:11]([O:10][CH2:9][C:6]3[CH:7]=[N:8][C:3]([N:73]4[CH2:77][CH2:76][CH2:75][CH2:74]4)=[CH:4][CH:5]=3)=[CH:12][CH:13]=2)[N:18]=1. The yield is 0.840. (4) The reactants are [Br:1][C:2]1[CH:10]=[CH:9][CH:8]=[C:7]2[C:3]=1[CH:4]=[N:5][NH:6]2.Br[CH2:12][C:13]1[CH:18]=[CH:17][CH:16]=[CH:15][CH:14]=1. No catalyst specified. The product is [CH2:12]([N:5]1[CH:4]=[C:3]2[C:7]([CH:8]=[CH:9][CH:10]=[C:2]2[Br:1])=[N:6]1)[C:13]1[CH:18]=[CH:17][CH:16]=[CH:15][CH:14]=1. The yield is 0.750. (5) The reactants are [S:1]1[C:5]2[CH2:6][CH:7]3[CH:12]([C:4]=2[CH:3]=[CH:2]1)[CH2:11][NH:10][CH2:9][CH2:8]3.O.C([O-])(O)=O.[Na+].[C:19](O[C:19]([O:21][C:22]([CH3:25])([CH3:24])[CH3:23])=[O:20])([O:21][C:22]([CH3:25])([CH3:24])[CH3:23])=[O:20]. The catalyst is CC(C)=O.CCOC(C)=O. The product is [C:22]([O:21][C:19]([N:10]1[CH2:11][CH:12]2[CH:7]([CH2:6][C:5]3[S:1][CH:2]=[CH:3][C:4]=32)[CH2:8][CH2:9]1)=[O:20])([CH3:25])([CH3:24])[CH3:23]. The yield is 0.870. (6) The reactants are Cl.[NH2:2][CH2:3][CH:4]1[O:8][B:7]([OH:9])[C:6]2[C:10]([O:14][CH2:15][CH3:16])=[CH:11][CH:12]=[CH:13][C:5]1=2.C(N(CC)CC)C.[C:24](O[C:24]([O:26][C:27]([CH3:30])([CH3:29])[CH3:28])=[O:25])([O:26][C:27]([CH3:30])([CH3:29])[CH3:28])=[O:25]. The catalyst is ClCCl. The product is [CH2:15]([O:14][C:10]1[C:6]2[B:7]([OH:9])[O:8][CH:4]([CH2:3][NH:2][C:24](=[O:25])[O:26][C:27]([CH3:30])([CH3:29])[CH3:28])[C:5]=2[CH:13]=[CH:12][CH:11]=1)[CH3:16]. The yield is 0.870. (7) The reactants are [CH:1]1([C:7]2[C:8]3[CH:24]=[CH:23][C:22]([C:25](Cl)=[O:26])=[CH:21][C:9]=3[N:10]3[C:16]=2[C:15]2[CH:17]=[CH:18][CH:19]=[CH:20][C:14]=2[O:13][CH2:12][CH2:11]3)[CH2:6][CH2:5][CH2:4][CH2:3][CH2:2]1.[NH2:28][C@@H:29]([CH2:34][C:35]1[CH:40]=[CH:39][C:38]([OH:41])=[CH:37][CH:36]=1)[C:30]([O:32][CH3:33])=[O:31].Cl. The catalyst is C(Cl)(Cl)Cl. The product is [CH:1]1([C:7]2[C:8]3[CH:24]=[CH:23][C:22]([C:25]([NH:28][C@@H:29]([CH2:34][C:35]4[CH:36]=[CH:37][C:38]([OH:41])=[CH:39][CH:40]=4)[C:30]([O:32][CH3:33])=[O:31])=[O:26])=[CH:21][C:9]=3[N:10]3[C:16]=2[C:15]2[CH:17]=[CH:18][CH:19]=[CH:20][C:14]=2[O:13][CH2:12][CH2:11]3)[CH2:6][CH2:5][CH2:4][CH2:3][CH2:2]1. The yield is 0.820.